From a dataset of Full USPTO retrosynthesis dataset with 1.9M reactions from patents (1976-2016). Predict the reactants needed to synthesize the given product. (1) Given the product [NH2:7][C:8]1[N:9]=[C:10]([C:19]2[CH:24]=[C:23]([O:25][CH2:33][CH2:34][N:35]([CH2:38][CH3:39])[CH2:36][CH3:37])[C:22]([Cl:26])=[CH:21][C:20]=2[Cl:27])[C:11]2[CH:16]=[C:15]([C:17]#[N:18])[S:14][C:12]=2[N:13]=1, predict the reactants needed to synthesize it. The reactants are: C(=O)([O-])[O-].[Cs+].[Cs+].[NH2:7][C:8]1[N:9]=[C:10]([C:19]2[CH:24]=[C:23]([OH:25])[C:22]([Cl:26])=[CH:21][C:20]=2[Cl:27])[C:11]2[CH:16]=[C:15]([C:17]#[N:18])[S:14][C:12]=2[N:13]=1.ClCCl.Br.Br[CH2:33][CH2:34][N:35]([CH2:38][CH3:39])[CH2:36][CH3:37]. (2) Given the product [C:1]([NH:4][CH2:5][C@@H:6]1[O:10][C:9](=[O:11])[N:8]([C:12]2[CH:17]=[CH:16][C:15]([C:18]([O:20][CH3:21])=[O:19])=[C:14]([F:32])[CH:13]=2)[CH2:7]1)(=[S:3])[CH3:2], predict the reactants needed to synthesize it. The reactants are: [C:1]([NH:4][CH2:5][C@@H:6]1[O:10][C:9](=[O:11])[N:8]([C:12]2[CH:17]=[CH:16][C:15]([C:18]([O:20][C:21]3C(F)=C(F)C(F)=C(F)C=3F)=[O:19])=[C:14]([F:32])[CH:13]=2)[CH2:7]1)(=[S:3])[CH3:2].C[O-].[Na+]. (3) The reactants are: [O:1]([C:8]1[CH:13]=[CH:12][C:11]([NH:14][C:15]2[C:24]3[C:19](=[CH:20][C:21]([O:26][C@H:27]4[CH2:31][CH2:30][O:29][CH2:28]4)=[C:22]([NH2:25])[CH:23]=3)[N:18]=[CH:17][N:16]=2)=[CH:10][CH:9]=1)[C:2]1[CH:7]=[CH:6][CH:5]=[CH:4][CH:3]=1.[CH2:32]([O:34][P:35]([CH2:40][C:41](O)=[O:42])([O:37][CH2:38][CH3:39])=[O:36])[CH3:33].CCN=C=NCCCN(C)C.Cl.CCN(C(C)C)C(C)C. Given the product [O:42]=[C:41]([NH:25][C:22]1[CH:23]=[C:24]2[C:19](=[CH:20][C:21]=1[O:26][C@H:27]1[CH2:31][CH2:30][O:29][CH2:28]1)[N:18]=[CH:17][N:16]=[C:15]2[NH:14][C:11]1[CH:10]=[CH:9][C:8]([O:1][C:2]2[CH:3]=[CH:4][CH:5]=[CH:6][CH:7]=2)=[CH:13][CH:12]=1)[CH2:40][P:35](=[O:36])([O:34][CH2:32][CH3:33])[O:37][CH2:38][CH3:39], predict the reactants needed to synthesize it. (4) Given the product [CH3:13][C@:12]12[CH2:14][CH2:15][C@H:16]3[C@@H:7]([C:6](=[O:22])[NH:5][CH:4]4[C@:17]3([CH3:20])[CH2:18][CH2:19][C:2](=[O:1])[CH2:3]4)[C@@H:8]1[CH2:9][CH2:10][C:11]2=[O:21], predict the reactants needed to synthesize it. The reactants are: [OH:1][C@H:2]1[CH2:19][CH2:18][C@@:17]2([CH3:20])[CH:4]([NH:5][C:6](=[O:22])[C@@H:7]3[C@@H:16]2[CH2:15][CH2:14][C@@:12]2([CH3:13])[C@H:8]3[CH2:9][CH2:10][C:11]2=[O:21])[CH2:3]1.C[Si](C)(C(C)(C)C)O[C@H]1CC[C@@]2(C)C(C(=O)C[C@@H]3[C@@H]2CC[C@@]2(C)[C@H]3CC[C@@H]2O[Si](C)(C)C(C)(C)C)C1.C[Si](C)(C(C)(C)C)O[C@@H]1CC[C@@]2(C)C(C(=O)C[C@@H]3[C@@H]2CC[C@@]2(C)[C@H]3CC[C@@H]2O[Si](C)(C)C(C)(C)C)C1. (5) Given the product [Br:1][C:2]1[CH:3]=[C:4]([F:9])[C:5]([N:17]2[CH2:22][CH2:21][O:20][CH2:19][CH2:18]2)=[N:6][CH:7]=1, predict the reactants needed to synthesize it. The reactants are: [Br:1][C:2]1[CH:3]=[C:4]([F:9])[C:5](F)=[N:6][CH:7]=1.C(N(CC)CC)C.[NH:17]1[CH2:22][CH2:21][O:20][CH2:19][CH2:18]1. (6) Given the product [CH3:1][C:2]1[CH:8]=[CH:7][CH:6]=[C:5]([CH3:9])[C:3]=1[NH:4][C:10](=[O:12])[CH3:11], predict the reactants needed to synthesize it. The reactants are: [CH3:1][C:2]1[CH:8]=[CH:7][CH:6]=[C:5]([CH3:9])[C:3]=1[NH2:4].[C:10](OC(=O)C)(=[O:12])[CH3:11].